Dataset: Reaction yield outcomes from USPTO patents with 853,638 reactions. Task: Predict the reaction yield, written as a fraction of the theoretical maximum amount of product (1.0 means a 100% yield; for example, 0.34 means a 34% yield). (1) The reactants are [Cr](Cl)([O-])(=O)=O.[NH+]1C=CC=CC=1.[Cl:12][C:13]1[S:17][C:16]([S:18]([NH:21][C@H:22]([CH2:27][OH:28])[C@H:23]([CH2:25][CH3:26])[CH3:24])(=[O:20])=[O:19])=[CH:15][CH:14]=1. The catalyst is C(Cl)Cl. The product is [Cl:12][C:13]1[S:17][C:16]([S:18]([NH:21][C@H:22]([CH:27]=[O:28])[C@@H:23]([CH3:24])[CH2:25][CH3:26])(=[O:20])=[O:19])=[CH:15][CH:14]=1. The yield is 0.810. (2) The reactants are [H-].[Na+].[NH:3]1[CH:7]=[CH:6][CH:5]=[N:4]1.Cl.Cl.Cl[CH2:11][C:12]1[CH:17]=[CH:16][C:15]([C:18]2[C:19]([N:24]3[CH2:29][CH2:28][N:27]([CH2:30][C:31]4[CH:32]=[N:33][N:34]([CH3:37])[C:35]=4[CH3:36])[CH2:26][CH2:25]3)=[N:20][CH:21]=[CH:22][N:23]=2)=[CH:14][CH:13]=1. The catalyst is CN(C=O)C. The product is [CH3:37][N:34]1[C:35]([CH3:36])=[C:31]([CH2:30][N:27]2[CH2:26][CH2:25][N:24]([C:19]3[C:18]([C:15]4[CH:16]=[CH:17][C:12]([CH2:11][N:3]5[CH:7]=[CH:6][CH:5]=[N:4]5)=[CH:13][CH:14]=4)=[N:23][CH:22]=[CH:21][N:20]=3)[CH2:29][CH2:28]2)[CH:32]=[N:33]1. The yield is 0.610. (3) The reactants are [NH2:1][C:2]1[S:3][CH:4]=[CH:5][N:6]=1.[S-:7][C:8]#[N:9].[Na+].BrBr.[Br-].[Na+]. The catalyst is CO. The product is [NH2:1][C:2]1[S:3][C:4]([S:7][C:8]#[N:9])=[CH:5][N:6]=1. The yield is 0.290. (4) The catalyst is CO.[C].[Pd]. The reactants are [CH2:1]([N:3]([CH2:28][CH3:29])[CH2:4][CH2:5][CH2:6][NH:7][C:8]([NH:10][C:11]1[CH:16]=[C:15]([O:17][C:18]2[CH:23]=[CH:22][C:21]([N+:24]([O-])=O)=[CH:20][C:19]=2[F:27])[CH:14]=[CH:13][N:12]=1)=[O:9])[CH3:2].O1CCCC1. The product is [CH2:28]([N:3]([CH2:1][CH3:2])[CH2:4][CH2:5][CH2:6][NH:7][C:8]([NH:10][C:11]1[CH:16]=[C:15]([O:17][C:18]2[CH:23]=[CH:22][C:21]([NH2:24])=[CH:20][C:19]=2[F:27])[CH:14]=[CH:13][N:12]=1)=[O:9])[CH3:29]. The yield is 0.623.